This data is from Peptide-MHC class II binding affinity with 134,281 pairs from IEDB. The task is: Regression. Given a peptide amino acid sequence and an MHC pseudo amino acid sequence, predict their binding affinity value. This is MHC class II binding data. (1) The peptide sequence is VKLSALTLKGTSYKI. The MHC is DRB1_0701 with pseudo-sequence DRB1_0701. The binding affinity (normalized) is 0.459. (2) The peptide sequence is EYIMKGVYINTALLN. The MHC is DRB1_0101 with pseudo-sequence DRB1_0101. The binding affinity (normalized) is 0.714.